Dataset: Full USPTO retrosynthesis dataset with 1.9M reactions from patents (1976-2016). Task: Predict the reactants needed to synthesize the given product. (1) Given the product [F:7][C:8]1[CH:9]=[C:10]([CH:13]=[CH:14][C:15]=1[O:25][C:21]1[CH:22]=[CH:23][CH:24]=[C:19]([O:18][CH3:17])[CH:20]=1)[CH:11]=[O:12], predict the reactants needed to synthesize it. The reactants are: C(=O)([O-])[O-].[Cs+].[Cs+].[F:7][C:8]1[CH:9]=[C:10]([CH:13]=[CH:14][C:15]=1F)[CH:11]=[O:12].[CH3:17][O:18][C:19]1[CH:20]=[C:21]([OH:25])[CH:22]=[CH:23][CH:24]=1.O. (2) Given the product [Cl:1][C:2]1[CH:3]=[C:4]2[C:8](=[CH:9][C:10]=1[Cl:11])[N:7]([C@@H:12]1[O:18][C@H:17]([CH2:19][OH:20])[C@@H:15]([OH:16])[C@H:13]1[OH:14])[C:6]([Br:24])=[C:5]2[CH:25]=[O:26], predict the reactants needed to synthesize it. The reactants are: [Cl:1][C:2]1[CH:3]=[C:4]2[C:8](=[CH:9][C:10]=1[Cl:11])[N:7]([C@@H:12]1[O:18][C@H:17]([CH2:19][O:20]C(=O)C)[C@@H:15]([OH:16])[C@H:13]1[OH:14])[C:6]([Br:24])=[C:5]2[CH:25]=[O:26].C[O-].[Na+].CO.O. (3) Given the product [OH:40][C:28]1[CH:27]=[C:26]([CH2:25][C@H:9]([NH:8][C:6]([O:5][C:1]([CH3:2])([CH3:4])[CH3:3])=[O:7])[C:10]([O:12][C@H:13]([CH3:24])[CH2:14][O:15][C:16]([C:18]2[CH:23]=[CH:22][CH:21]=[CH:20][CH:19]=2)=[O:17])=[O:11])[CH:31]=[CH:30][C:29]=1[OH:32], predict the reactants needed to synthesize it. The reactants are: [C:1]([O:5][C:6]([NH:8][C@@H:9]([CH2:25][C:26]1[CH:31]=[CH:30][C:29]([O:32]CC2C=CC=CC=2)=[C:28]([O:40]CC2C=CC=CC=2)[CH:27]=1)[C:10]([O:12][C@H:13]([CH3:24])[CH2:14][O:15][C:16]([C:18]1[CH:23]=[CH:22][CH:21]=[CH:20][CH:19]=1)=[O:17])=[O:11])=[O:7])([CH3:4])([CH3:3])[CH3:2].CO. (4) The reactants are: [CH2:1]([O:8][C:9]1[CH:10]=[C:11]([NH:16][C:17]([NH2:19])=[S:18])[CH:12]=[C:13]([Br:15])[CH:14]=1)[C:2]1[CH:7]=[CH:6][CH:5]=[CH:4][CH:3]=1.BrBr.N. Given the product [CH2:1]([O:8][C:9]1[CH:14]=[C:13]([Br:15])[C:12]2[S:18][C:17]([NH2:19])=[N:16][C:11]=2[CH:10]=1)[C:2]1[CH:3]=[CH:4][CH:5]=[CH:6][CH:7]=1, predict the reactants needed to synthesize it. (5) Given the product [C:9]([C:11]1[CH:16]=[CH:15][C:14]([NH:17][CH2:2][C:3]([OH:5])=[O:4])=[CH:13][CH:12]=1)(=[O:10])[CH3:8], predict the reactants needed to synthesize it. The reactants are: Cl[CH2:2][C:3]([OH:5])=[O:4].[OH-].[Na+].[CH3:8][C:9]([C:11]1[CH:16]=[CH:15][C:14]([NH2:17])=[CH:13][CH:12]=1)=[O:10]. (6) Given the product [CH3:1][O:2][C:3]([C:5]1[S:6][C:7]([C:11]#[C:12][C:13]([CH3:16])([CH3:15])[CH3:14])=[CH:8][C:9]=1[NH:10][CH:25]1[CH2:26][CH2:27][CH:22]([N:17]2[CH:21]=[N:20][CH:19]=[N:18]2)[CH2:23][CH2:24]1)=[O:4], predict the reactants needed to synthesize it. The reactants are: [CH3:1][O:2][C:3]([C:5]1[S:6][C:7]([C:11]#[C:12][C:13]([CH3:16])([CH3:15])[CH3:14])=[CH:8][C:9]=1[NH2:10])=[O:4].[N:17]1([CH:22]2[CH2:27][CH2:26][C:25](=O)[CH2:24][CH2:23]2)[CH:21]=[N:20][CH:19]=[N:18]1.C([Sn](Cl)(Cl)CCCC)CCC.C1([SiH3])C=CC=CC=1. (7) Given the product [Cl:64][C:58]1[CH:59]=[CH:60][C:61]([F:63])=[CH:62][C:57]=1[C:56]([N:53]1[CH2:52][CH2:51][N:50]([C:48](=[O:49])[CH2:47][NH:46][C:42]([C:40]2[N:39]=[N:38][N:37]([C:33]3[CH:32]=[N:31][CH:36]=[CH:35][CH:34]=3)[CH:41]=2)=[O:44])[CH2:55][CH2:54]1)=[O:65], predict the reactants needed to synthesize it. The reactants are: CCN(C(C)C)C(C)C.C1C=CC2N(O)N=NC=2C=1.CCN=C=NCCCN(C)C.[N:31]1[CH:36]=[CH:35][CH:34]=[C:33]([N:37]2[CH:41]=[C:40]([C:42]([OH:44])=O)[N:39]=[N:38]2)[CH:32]=1.Cl.[NH2:46][CH2:47][C:48]([N:50]1[CH2:55][CH2:54][N:53]([C:56](=[O:65])[C:57]2[CH:62]=[C:61]([F:63])[CH:60]=[CH:59][C:58]=2[Cl:64])[CH2:52][CH2:51]1)=[O:49].ClC1C=CC(F)=CC=1C(O)=O.